From a dataset of Forward reaction prediction with 1.9M reactions from USPTO patents (1976-2016). Predict the product of the given reaction. (1) Given the reactants [CH:1]1([C:5]2[CH:14]=[CH:13][C:8]([C:9]([O:11][CH3:12])=[O:10])=[C:7]([CH2:15]C)[CH:6]=2)[CH2:4][CH2:3][CH2:2]1.Br[C:18]1C=CC(C(OC)=O)=C(C)C=1.C1(C[Mg]Br)CCC1.C1([Mg]Br)CCC1, predict the reaction product. The product is: [CH:4]1([CH2:1][C:5]2[CH:14]=[CH:13][C:8]([C:9]([O:11][CH3:12])=[O:10])=[C:7]([CH3:15])[CH:6]=2)[CH2:3][CH2:2][CH2:18]1. (2) Given the reactants [N:1]1[C:9]2[CH:8]=[CH:7][N:6]=[CH:5][C:4]=2[S:3][C:2]=1[C:10]([O:12]CC)=[O:11].[OH-].[Na+:16], predict the reaction product. The product is: [N:1]1[C:9]2[CH:8]=[CH:7][N:6]=[CH:5][C:4]=2[S:3][C:2]=1[C:10]([O-:12])=[O:11].[Na+:16].